Predict the product of the given reaction. From a dataset of Forward reaction prediction with 1.9M reactions from USPTO patents (1976-2016). (1) Given the reactants [OH:1][C:2]1[N:6]([C:7]2[CH:12]=[C:11]([C:13]#[N:14])[CH:10]=[CH:9][N:8]=2)[N:5]=[CH:4][CH:3]=1.[F:15][C:16]1[CH:17]=[C:18]2[C:22](=[CH:23][CH:24]=1)[CH:21](O)[CH2:20][CH2:19]2, predict the reaction product. The product is: [F:15][C:16]1[CH:17]=[C:18]2[C:22](=[CH:23][CH:24]=1)[CH:21]([O:1][C:2]1[N:6]([C:7]3[CH:12]=[C:11]([C:13]#[N:14])[CH:10]=[CH:9][N:8]=3)[N:5]=[CH:4][CH:3]=1)[CH2:20][CH2:19]2. (2) Given the reactants C([N:8]1[CH2:13][CH2:12][N:11]([C:14]2[CH:22]=[CH:21][CH:20]=[C:19]3[C:15]=2[CH:16]=[CH:17][NH:18]3)[CH2:10][CH2:9]1)(OC(C)(C)C)=O.[CH3:23][S:24]([C:27]1[CH:32]=[CH:31][CH:30]=[CH:29][C:28]=1[S:33]([Cl:36])(=[O:35])=[O:34])(=[O:26])=[O:25], predict the reaction product. The product is: [ClH:36].[N:11]1([C:14]2[CH:22]=[CH:21][CH:20]=[C:19]3[C:15]=2[CH:16]=[CH:17][N:18]3[S:33]([C:28]2[CH:29]=[CH:30][CH:31]=[CH:32][C:27]=2[S:24]([CH3:23])(=[O:26])=[O:25])(=[O:35])=[O:34])[CH2:10][CH2:9][NH:8][CH2:13][CH2:12]1. (3) Given the reactants [C:1]([O:5][C:6]([NH:8][C:9]1[S:13][C:12]([C:14]([O:16]C)=[O:15])=[C:11]([CH3:18])[CH:10]=1)=[O:7])([CH3:4])([CH3:3])[CH3:2].[OH-].[Na+], predict the reaction product. The product is: [C:1]([O:5][C:6]([NH:8][C:9]1[S:13][C:12]([C:14]([OH:16])=[O:15])=[C:11]([CH3:18])[CH:10]=1)=[O:7])([CH3:4])([CH3:3])[CH3:2]. (4) The product is: [CH2:1]([S:8]([NH:11][C:12]([CH:14]1[CH2:19][CH2:18][N:17]([C:20]2[C:30]([C:31]#[N:32])=[CH:29][C:23]([C:24]([O:26][CH2:27][CH3:28])=[O:25])=[C:22]([CH2:33][S:35][CH2:36][CH2:37][C:38]([O:40][CH3:41])=[O:39])[N:21]=2)[CH2:16][CH2:15]1)=[O:13])(=[O:10])=[O:9])[C:2]1[CH:7]=[CH:6][CH:5]=[CH:4][CH:3]=1. Given the reactants [CH2:1]([S:8]([NH:11][C:12]([CH:14]1[CH2:19][CH2:18][N:17]([C:20]2[C:30]([C:31]#[N:32])=[CH:29][C:23]([C:24]([O:26][CH2:27][CH3:28])=[O:25])=[C:22]([CH2:33]Cl)[N:21]=2)[CH2:16][CH2:15]1)=[O:13])(=[O:10])=[O:9])[C:2]1[CH:7]=[CH:6][CH:5]=[CH:4][CH:3]=1.[SH:35][CH2:36][CH2:37][C:38]([O:40][CH3:41])=[O:39], predict the reaction product. (5) The product is: [Br:15][C:16]1[CH:24]=[CH:23][C:19]([C:20]2[N:21]=[C:7]([OH:9])[C:4]3[O:5][CH2:6][C:2]([CH3:1])([CH3:13])[C:3]=3[N:22]=2)=[CH:18][CH:17]=1. Given the reactants [CH3:1][C:2]1([CH3:13])[CH2:6][O:5][CH:4]([C:7]([O:9]CC)=O)[C:3]1=O.Cl.[Br:15][C:16]1[CH:24]=[CH:23][C:19]([C:20](=[NH:22])[NH2:21])=[CH:18][CH:17]=1.C[O-].[Na+], predict the reaction product. (6) Given the reactants [CH3:1][O:2][C:3](=[O:39])[C:4]1[CH:9]=[CH:8][C:7]([CH2:10][N:11]2[CH:15]=[C:14]([C:16]3[CH:21]=[CH:20][C:19]([Cl:22])=[CH:18][C:17]=3[Cl:23])[N:13]=[C:12]2/[CH:24]=[CH:25]/[C:26]2[CH:31]=[CH:30][C:29]([C:32]3[CH:37]=[CH:36][C:35]([NH2:38])=[CH:34][CH:33]=3)=[CH:28][CH:27]=2)=[CH:6][CH:5]=1.[F:40][C:41]([F:48])([F:47])[CH2:42][S:43](Cl)(=[O:45])=[O:44], predict the reaction product. The product is: [CH3:1][O:2][C:3](=[O:39])[C:4]1[CH:9]=[CH:8][C:7]([CH2:10][N:11]2[CH:15]=[C:14]([C:16]3[CH:21]=[CH:20][C:19]([Cl:22])=[CH:18][C:17]=3[Cl:23])[N:13]=[C:12]2/[CH:24]=[CH:25]/[C:26]2[CH:31]=[CH:30][C:29]([C:32]3[CH:33]=[CH:34][C:35]([NH:38][S:43]([CH2:42][C:41]([F:48])([F:47])[F:40])(=[O:45])=[O:44])=[CH:36][CH:37]=3)=[CH:28][CH:27]=2)=[CH:6][CH:5]=1.